This data is from Forward reaction prediction with 1.9M reactions from USPTO patents (1976-2016). The task is: Predict the product of the given reaction. (1) Given the reactants [CH3:1][N:2]1[C:10]2[C:5](=[CH:6][C:7]([C:11]([F:14])([F:13])[F:12])=[CH:8][CH:9]=2)[C:4]([NH:15][CH2:16][C:17]([NH:19][CH:20]2[CH2:23][N:22]([CH:24]3[CH2:29][CH2:28][CH:27]([C:30](O)=[O:31])[CH2:26][CH2:25]3)[CH2:21]2)=[O:18])=[N:3]1.CC[N:35]=C=NCCCN(C)C.C1C=CC2N(O)N=NC=2C=1.N, predict the reaction product. The product is: [CH3:1][N:2]1[C:10]2[C:5](=[CH:6][C:7]([C:11]([F:14])([F:13])[F:12])=[CH:8][CH:9]=2)[C:4]([NH:15][CH2:16][C:17]([NH:19][CH:20]2[CH2:21][N:22]([CH:24]3[CH2:29][CH2:28][CH:27]([C:30]([NH2:35])=[O:31])[CH2:26][CH2:25]3)[CH2:23]2)=[O:18])=[N:3]1. (2) Given the reactants Cl.[C:2]([N:10]1[CH2:15][CH2:14][N:13]([C:16]2[CH:21]=[CH:20][C:19]([C:22](=[O:36])/[CH:23]=[CH:24]/[C:25]3[CH:30]=[CH:29][C:28](/[CH:31]=[CH:32]/[C:33](O)=[O:34])=[CH:27][CH:26]=3)=[CH:18][CH:17]=2)[CH2:12][CH2:11]1)(=[O:9])[C:3]1[CH:8]=[CH:7][CH:6]=[CH:5][CH:4]=1.C1C=CC2[N:45]([OH:46])N=NC=2C=1.C(Cl)CCl.NOC1CCCCO1, predict the reaction product. The product is: [C:2]([N:10]1[CH2:15][CH2:14][N:13]([C:16]2[CH:17]=[CH:18][C:19]([C:22](=[O:36])/[CH:23]=[CH:24]/[C:25]3[CH:30]=[CH:29][C:28](/[CH:31]=[CH:32]/[C:33]([NH:45][OH:46])=[O:34])=[CH:27][CH:26]=3)=[CH:20][CH:21]=2)[CH2:12][CH2:11]1)(=[O:9])[C:3]1[CH:4]=[CH:5][CH:6]=[CH:7][CH:8]=1. (3) Given the reactants CC([O-])=O.[K+].C(Cl)Cl.[B:18]1([B:18]2[O:22][C:21]([CH3:24])([CH3:23])[C:20]([CH3:26])([CH3:25])[O:19]2)[O:22][C:21]([CH3:24])([CH3:23])[C:20]([CH3:26])([CH3:25])[O:19]1.I[C:28]1[CH:33]=[CH:32][C:31]([S:34]([N:37]([CH3:39])[CH3:38])(=[O:36])=[O:35])=[CH:30][CH:29]=1, predict the reaction product. The product is: [CH3:38][N:37]([CH3:39])[S:34]([C:31]1[CH:30]=[CH:29][C:28]([B:18]2[O:19][C:20]([CH3:25])([CH3:26])[C:21]([CH3:23])([CH3:24])[O:22]2)=[CH:33][CH:32]=1)(=[O:35])=[O:36]. (4) Given the reactants [CH:1](=O)[C:2]1[O:6][CH:5]=[CH:4][CH:3]=1.[CH2:8]([NH2:15])[C:9]1[CH:14]=[CH:13][CH:12]=[CH:11][CH:10]=1, predict the reaction product. The product is: [CH2:8]([NH:15][CH2:1][C:2]1[O:6][CH:5]=[CH:4][CH:3]=1)[C:9]1[CH:14]=[CH:13][CH:12]=[CH:11][CH:10]=1. (5) Given the reactants [Cl:1][C:2]1[CH:3]=[C:4]([Cl:33])[C:5]2[N:6]([N:9]=[C:10]([CH2:12][CH2:13][C:14]3[N:18]=[C:17]([N:19]4[CH2:23][CH2:22][CH2:21][CH2:20]4)[N:16](CC4C=CC(OC)=CC=4)[N:15]=3)[N:11]=2)[C:7]=1[CH3:8], predict the reaction product. The product is: [Cl:1][C:2]1[CH:3]=[C:4]([Cl:33])[C:5]2[N:6]([N:9]=[C:10]([CH2:12][CH2:13][C:14]3[N:18]=[C:17]([N:19]4[CH2:23][CH2:22][CH2:21][CH2:20]4)[NH:16][N:15]=3)[N:11]=2)[C:7]=1[CH3:8]. (6) Given the reactants Cl[C:2]1[C:3]([NH:12][C@H:13]2[CH2:17][CH2:16][CH2:15][C@@H:14]2[NH:18][C:19]([C:21]2[C:26]([N:27]3[N:31]=[CH:30][CH:29]=[N:28]3)=[CH:25][CH:24]=[CH:23][N:22]=2)=[O:20])=[N:4][CH:5]=[C:6]([C:8]([F:11])([F:10])[F:9])[CH:7]=1.Cl.[F:33]C1C(N[C@H]2CCC[C@@H]2N)=NC=C(C(F)(F)F)C=1.N1N(C2C(C(O)=O)=NC=CC=2)N=CC=1, predict the reaction product. The product is: [F:33][C:2]1[C:3]([NH:12][C@H:13]2[CH2:17][CH2:16][CH2:15][C@@H:14]2[NH:18][C:19]([C:21]2[C:26]([N:27]3[N:31]=[CH:30][CH:29]=[N:28]3)=[CH:25][CH:24]=[CH:23][N:22]=2)=[O:20])=[N:4][CH:5]=[C:6]([C:8]([F:11])([F:10])[F:9])[CH:7]=1.